Task: Predict the reaction yield, written as a fraction of the theoretical maximum amount of product (1.0 means a 100% yield; for example, 0.34 means a 34% yield).. Dataset: Reaction yield outcomes from USPTO patents with 853,638 reactions (1) The reactants are [C:1]([OH:7])(=O)[CH2:2][CH2:3][CH:4]=[CH2:5].ClC([O:11][CH2:12][CH:13]([CH3:15])C)=O.[CH2:16](N(CC)CC)[CH3:17].[CH:23]([N:26]([CH:45]([CH3:47])[CH3:46])[CH2:27][CH2:28][CH:29]([C:36]1[CH:41]=[C:40]([CH2:42][OH:43])[CH:39]=[CH:38][C:37]=1[OH:44])[C:30]1[CH:35]=[CH:34][CH:33]=[CH:32][CH:31]=1)([CH3:25])[CH3:24]. The catalyst is ClCCl. The product is [CH:45]([N:26]([CH:23]([CH3:25])[CH3:24])[CH2:27][CH2:28][CH:29]([C:36]1[CH:41]=[C:40]([CH2:42][O:43][C:12](=[O:11])[CH2:13][CH2:15][CH:16]=[CH2:17])[CH:39]=[CH:38][C:37]=1[O:44][C:1](=[O:7])[CH2:2][CH2:3][CH:4]=[CH2:5])[C:30]1[CH:35]=[CH:34][CH:33]=[CH:32][CH:31]=1)([CH3:47])[CH3:46]. The yield is 0.500. (2) The reactants are Cl[C:2]1[CH:7]=[C:6]([Cl:8])[C:5]([CH:9]2[CH2:11][CH2:10]2)=[CH:4][N:3]=1.[C:12]([Zn]C#N)#[N:13].CCCCCCC.CCOC(C)=O. The catalyst is CN(C=O)C.C1C=CC(P(C2C=CC=CC=2)[C-]2C=CC=C2)=CC=1.C1C=CC(P(C2C=CC=CC=2)[C-]2C=CC=C2)=CC=1.[Fe+2].C1C=CC(/C=C/C(/C=C/C2C=CC=CC=2)=O)=CC=1.C1C=CC(/C=C/C(/C=C/C2C=CC=CC=2)=O)=CC=1.C1C=CC(/C=C/C(/C=C/C2C=CC=CC=2)=O)=CC=1.[Pd].[Pd]. The product is [Cl:8][C:6]1[C:5]([CH:9]2[CH2:11][CH2:10]2)=[CH:4][N:3]=[C:2]([C:12]#[N:13])[CH:7]=1. The yield is 0.970. (3) The reactants are Br[C:2]1[N:6]([S:7]([C:10]2[CH:11]=[N:12][CH:13]=[CH:14][CH:15]=2)(=[O:9])=[O:8])[CH:5]=[C:4]([CH2:16][N:17]([CH3:25])[C:18](=[O:24])[O:19][C:20]([CH3:23])([CH3:22])[CH3:21])[CH:3]=1.[CH3:26][C:27]1[CH:32]=[CH:31][N:30]=[CH:29][C:28]=1B(O)O.C(=O)([O-])O.[Na+].COCCOC. The catalyst is C1C=CC([P]([Pd]([P](C2C=CC=CC=2)(C2C=CC=CC=2)C2C=CC=CC=2)([P](C2C=CC=CC=2)(C2C=CC=CC=2)C2C=CC=CC=2)[P](C2C=CC=CC=2)(C2C=CC=CC=2)C2C=CC=CC=2)(C2C=CC=CC=2)C2C=CC=CC=2)=CC=1.O. The product is [CH3:25][N:17]([CH2:16][C:4]1[CH:3]=[C:2]([C:28]2[CH:29]=[N:30][CH:31]=[CH:32][C:27]=2[CH3:26])[N:6]([S:7]([C:10]2[CH:11]=[N:12][CH:13]=[CH:14][CH:15]=2)(=[O:9])=[O:8])[CH:5]=1)[C:18](=[O:24])[O:19][C:20]([CH3:23])([CH3:22])[CH3:21]. The yield is 0.520. (4) The reactants are C[Si]([C:5]#[N:6])(C)C.[CH3:7]N(C)C(Cl)=O.C[C:14]1[CH:22]=[N+:21]([O-])[CH:20]=[CH:19][C:15]=1[C:16]([O-:18])=[O:17]. The catalyst is C(Cl)Cl. The product is [C:5]([C:20]1[CH:19]=[C:15]([CH:14]=[CH:22][N:21]=1)[C:16]([O:18][CH3:7])=[O:17])#[N:6]. The yield is 0.330.